From a dataset of Catalyst prediction with 721,799 reactions and 888 catalyst types from USPTO. Predict which catalyst facilitates the given reaction. Reactant: [Br:1][C:2]1[CH:25]=[CH:24][C:5]([CH2:6][NH:7][C:8]([C:10]2[CH:20]=[C:19]([N+:21]([O-])=O)[CH:18]=[CH:17][C:11]=2[O:12][CH2:13][C:14]([OH:16])=[O:15])=[O:9])=[C:4]([F:26])[CH:3]=1.[H][H]. Product: [NH2:21][C:19]1[CH:18]=[CH:17][C:11]([O:12][CH2:13][C:14]([OH:16])=[O:15])=[C:10]([C:8](=[O:9])[NH:7][CH2:6][C:5]2[CH:24]=[CH:25][C:2]([Br:1])=[CH:3][C:4]=2[F:26])[CH:20]=1. The catalyst class is: 29.